From a dataset of NCI-60 drug combinations with 297,098 pairs across 59 cell lines. Regression. Given two drug SMILES strings and cell line genomic features, predict the synergy score measuring deviation from expected non-interaction effect. (1) Drug 1: C1CCN(CC1)CCOC2=CC=C(C=C2)C(=O)C3=C(SC4=C3C=CC(=C4)O)C5=CC=C(C=C5)O. Drug 2: C1=NNC2=C1C(=O)NC=N2. Cell line: SK-MEL-2. Synergy scores: CSS=-4.43, Synergy_ZIP=4.42, Synergy_Bliss=5.53, Synergy_Loewe=-1.60, Synergy_HSA=-1.62. (2) Drug 1: C1=NC(=NC(=O)N1C2C(C(C(O2)CO)O)O)N. Drug 2: C1CN(P(=O)(OC1)NCCCl)CCCl. Cell line: HCC-2998. Synergy scores: CSS=12.9, Synergy_ZIP=-0.710, Synergy_Bliss=1.97, Synergy_Loewe=-5.49, Synergy_HSA=0.135. (3) Drug 1: CS(=O)(=O)C1=CC(=C(C=C1)C(=O)NC2=CC(=C(C=C2)Cl)C3=CC=CC=N3)Cl. Drug 2: C1C(C(OC1N2C=NC(=NC2=O)N)CO)O. Cell line: NCIH23. Synergy scores: CSS=8.80, Synergy_ZIP=-2.17, Synergy_Bliss=-1.91, Synergy_Loewe=-5.12, Synergy_HSA=-3.41. (4) Drug 1: COC1=NC(=NC2=C1N=CN2C3C(C(C(O3)CO)O)O)N. Drug 2: CC1=C2C(C(=O)C3(C(CC4C(C3C(C(C2(C)C)(CC1OC(=O)C(C(C5=CC=CC=C5)NC(=O)OC(C)(C)C)O)O)OC(=O)C6=CC=CC=C6)(CO4)OC(=O)C)O)C)O. Cell line: SF-539. Synergy scores: CSS=2.21, Synergy_ZIP=0.595, Synergy_Bliss=-0.244, Synergy_Loewe=-5.45, Synergy_HSA=-1.41. (5) Drug 1: CC(C1=C(C=CC(=C1Cl)F)Cl)OC2=C(N=CC(=C2)C3=CN(N=C3)C4CCNCC4)N. Drug 2: CN(C(=O)NC(C=O)C(C(C(CO)O)O)O)N=O. Cell line: NCI-H226. Synergy scores: CSS=-3.92, Synergy_ZIP=-1.95, Synergy_Bliss=-6.43, Synergy_Loewe=-13.0, Synergy_HSA=-7.31. (6) Drug 1: C1=NC2=C(N1)C(=S)N=CN2. Drug 2: B(C(CC(C)C)NC(=O)C(CC1=CC=CC=C1)NC(=O)C2=NC=CN=C2)(O)O. Cell line: SN12C. Synergy scores: CSS=29.6, Synergy_ZIP=-6.78, Synergy_Bliss=-0.993, Synergy_Loewe=-24.8, Synergy_HSA=-1.31. (7) Drug 1: CC1=C(C(=O)C2=C(C1=O)N3CC4C(C3(C2COC(=O)N)OC)N4)N. Drug 2: CCC1(C2=C(COC1=O)C(=O)N3CC4=CC5=C(C=CC(=C5CN(C)C)O)N=C4C3=C2)O.Cl. Cell line: IGROV1. Synergy scores: CSS=1.94, Synergy_ZIP=-6.69, Synergy_Bliss=-11.4, Synergy_Loewe=-20.4, Synergy_HSA=-9.55.